Dataset: Reaction yield outcomes from USPTO patents with 853,638 reactions. Task: Predict the reaction yield, written as a fraction of the theoretical maximum amount of product (1.0 means a 100% yield; for example, 0.34 means a 34% yield). The reactants are C(OC([S:6][C:7]1[CH:12]=[CH:11][C:10]([CH2:13][C:14]([OH:16])=[O:15])=[CH:9][CH:8]=1)=S)C.[OH-].[K+]. The catalyst is CCO.O. The product is [SH:6][C:7]1[CH:8]=[CH:9][C:10]([CH2:13][C:14]([OH:16])=[O:15])=[CH:11][CH:12]=1. The yield is 0.980.